From a dataset of Reaction yield outcomes from USPTO patents with 853,638 reactions. Predict the reaction yield, written as a fraction of the theoretical maximum amount of product (1.0 means a 100% yield; for example, 0.34 means a 34% yield). (1) The catalyst is Cl. The yield is 0.398. The product is [OH:17][C:4]1[C:3]([NH:2]/[N:18]=[C:24]2/[C:23]([CH3:22])=[N:27][N:26]([C:28]3[CH:37]=[CH:36][C:35]4[CH2:34][CH2:33][CH2:32][CH2:31][C:30]=4[CH:29]=3)[C:25]/2=[O:38])=[CH:8][CH:7]=[CH:6][C:5]=1[C:9]1[O:13][C:12]([C:14]([OH:16])=[O:15])=[CH:11][CH:10]=1. The reactants are Br.[NH2:2][C:3]1[C:4]([OH:17])=[C:5]([C:9]2[O:13][C:12]([C:14]([OH:16])=[O:15])=[CH:11][CH:10]=2)[CH:6]=[CH:7][CH:8]=1.[N:18]([O-])=O.[Na+].[CH3:22][C:23]1[CH2:24][C:25](=[O:38])[N:26]([C:28]2[CH:37]=[CH:36][C:35]3[CH2:34][CH2:33][CH2:32][CH2:31][C:30]=3[CH:29]=2)[N:27]=1.C(=O)(O)[O-].[Na+]. (2) The reactants are [F:1][C:2]1[CH:3]=[C:4]([CH:8]=[C:9]([F:11])[CH:10]=1)[C:5]([OH:7])=[O:6].[Li]C(C)(C)C.CN([CH:20]=[O:21])C. The catalyst is C1COCC1. The product is [F:1][C:2]1[CH:3]=[C:4]([CH:8]=[C:9]([F:11])[C:10]=1[CH:20]=[O:21])[C:5]([OH:7])=[O:6]. The yield is 0.170. (3) The reactants are [OH:1][CH2:2][CH2:3][O:4][C:5](=[O:17])[CH2:6][O:7][C:8]1[CH:13]=[CH:12][C:11]([N+:14]([O-:16])=[O:15])=[CH:10][CH:9]=1.[N+:18]([C:21]1[CH:32]=[CH:31][C:24]([O:25][CH:26]([CH3:30])[C:27](O)=[O:28])=[CH:23][CH:22]=1)([O-:20])=[O:19].C1(N=C=NC2CCCCC2)CCCCC1. The catalyst is ClCCl. The product is [N+:14]([C:11]1[CH:12]=[CH:13][C:8]([O:7][CH2:6][C:5]([O:4][CH2:3][CH2:2][O:1][C:27](=[O:28])[CH:26]([O:25][C:24]2[CH:23]=[CH:22][C:21]([N+:18]([O-:20])=[O:19])=[CH:32][CH:31]=2)[CH3:30])=[O:17])=[CH:9][CH:10]=1)([O-:16])=[O:15]. The yield is 0.290.